This data is from Reaction yield outcomes from USPTO patents with 853,638 reactions. The task is: Predict the reaction yield, written as a fraction of the theoretical maximum amount of product (1.0 means a 100% yield; for example, 0.34 means a 34% yield). (1) The reactants are [CH:1]([C:4]1[C:8]([CH2:9][CH2:10][CH2:11][CH2:12][OH:13])=[CH:7][N:6]([C:14]2[CH:19]=[CH:18][C:17]([C:20]([F:23])([F:22])[F:21])=[CH:16][N:15]=2)[N:5]=1)([CH3:3])[CH3:2].O[C:25]1[CH:30]=[CH:29][C:28]([CH2:31][CH2:32][C:33]([O:35]C)=[O:34])=[CH:27][CH:26]=1.C(P(CCCC)CCCC)CCC.N(C(N1CCCCC1)=O)=NC(N1CCCCC1)=O. The catalyst is O1CCCC1. The product is [CH:1]([C:4]1[C:8]([CH2:9][CH2:10][CH2:11][CH2:12][O:13][C:25]2[CH:30]=[CH:29][C:28]([CH2:31][CH2:32][C:33]([OH:35])=[O:34])=[CH:27][CH:26]=2)=[CH:7][N:6]([C:14]2[CH:19]=[CH:18][C:17]([C:20]([F:22])([F:21])[F:23])=[CH:16][N:15]=2)[N:5]=1)([CH3:3])[CH3:2]. The yield is 0.320. (2) The reactants are [CH2:1]([O:3][C:4](=[O:23])[C:5]1[CH:15]=[C:14]([C:16](=[O:22])[N:17]([CH3:21])[CH2:18][CH2:19][CH3:20])[CH:13]=[C:7]([C:8]([O:10]CC)=[O:9])[CH:6]=1)[CH3:2].[OH-].[Na+].Cl. The catalyst is C(O)C. The product is [CH2:1]([O:3][C:4](=[O:23])[C:5]1[CH:15]=[C:14]([C:16](=[O:22])[N:17]([CH3:21])[CH2:18][CH2:19][CH3:20])[CH:13]=[C:7]([C:8]([OH:10])=[O:9])[CH:6]=1)[CH3:2]. The yield is 0.750. (3) The reactants are [NH2:1][C:2]1[N:3]=[CH:4][C:5]2[CH2:6][C:7](=[O:21])[NH:8][C:9]3[CH:16]=[C:15]([C:17]([F:20])([F:19])[F:18])[CH:14]=[CH:13][C:10]=3[C:11]=2[N:12]=1.Br[C:23]1[C:24]([C:30]([F:33])([F:32])[F:31])=[N:25][CH:26]=[C:27]([Cl:29])[CH:28]=1.CC(C1C=C(C(C)C)C(C2C=CC=CC=2P(C2CCCCC2)C2CCCCC2)=C(C(C)C)C=1)C.CC([O-])(C)C.[K+]. The catalyst is C1C=CC(/C=C/C(/C=C/C2C=CC=CC=2)=O)=CC=1.C1C=CC(/C=C/C(/C=C/C2C=CC=CC=2)=O)=CC=1.C1C=CC(/C=C/C(/C=C/C2C=CC=CC=2)=O)=CC=1.[Pd].[Pd].C1COCC1.C(O)(C)(C)C. The product is [Cl:29][C:27]1[CH:28]=[C:23]([NH:1][C:2]2[N:3]=[CH:4][C:5]3[CH2:6][C:7](=[O:21])[NH:8][C:9]4[CH:16]=[C:15]([C:17]([F:20])([F:19])[F:18])[CH:14]=[CH:13][C:10]=4[C:11]=3[N:12]=2)[C:24]([C:30]([F:33])([F:31])[F:32])=[N:25][CH:26]=1. The yield is 0.120. (4) The product is [O:28]1[C:32]2[CH:33]=[CH:34][CH:35]=[CH:36][C:31]=2[N:30]=[C:29]1[NH:37][C:38]1[O:11][C@:3]2([CH2:2][N:1]=1)[CH:8]1[CH2:7][CH2:6][N:5]([CH2:10][CH2:9]1)[CH2:4]2. The reactants are [NH2:1][CH2:2][C@@:3]1([OH:11])[CH:8]2[CH2:9][CH2:10][N:5]([CH2:6][CH2:7]2)[CH2:4]1.Cl.CCN(C(C)C)C(C)C.C([O-])([O-])=O.[Cs+].[Cs+].[O:28]1[C:32]2[CH:33]=[CH:34][CH:35]=[CH:36][C:31]=2[N:30]=[C:29]1[N:37]=[C:38](SC)SC. The catalyst is CN(C=O)C. The yield is 0.900. (5) The reactants are [CH3:1][C:2](=O)[CH2:3][CH3:4].Cl.[Br:7][C:8]1[CH:13]=[CH:12][C:11]([NH:14]N)=[CH:10][CH:9]=1. The catalyst is CCO. The product is [Br:7][C:8]1[CH:13]=[C:12]2[C:11](=[CH:10][CH:9]=1)[NH:14][C:3]([CH3:4])=[C:2]2[CH3:1]. The yield is 0.670. (6) The reactants are [F:1][C:2]1[CH:3]=[C:4]([N:19]2[CH2:23][C@H:22]([CH2:24][NH:25][C:26](=O)[CH3:27])[O:21][C:20]2=[O:29])[CH:5]=[CH:6][C:7]=1[C:8]1[S:9][CH:10]=[C:11]([CH2:13][N:14]2[CH:18]=[CH:17][N:16]=[CH:15]2)[N:12]=1.COC1C=CC(P2(SP(C3C=CC(OC)=CC=3)(=S)S2)=[S:39])=CC=1. The catalyst is O1CCOCC1. The product is [F:1][C:2]1[CH:3]=[C:4]([N:19]2[CH2:23][C@H:22]([CH2:24][NH:25][C:26](=[S:39])[CH3:27])[O:21][C:20]2=[O:29])[CH:5]=[CH:6][C:7]=1[C:8]1[S:9][CH:10]=[C:11]([CH2:13][N:14]2[CH:18]=[CH:17][N:16]=[CH:15]2)[N:12]=1. The yield is 0.535.